Dataset: Forward reaction prediction with 1.9M reactions from USPTO patents (1976-2016). Task: Predict the product of the given reaction. (1) Given the reactants C(OC([N:8]1[CH2:14][CH2:13][C:12]2[C:15]([C:25]3[S:26][C:27]([Cl:30])=[CH:28][CH:29]=3)=[CH:16][N:17]([CH2:18][C:19]3[CH:24]=[CH:23][CH:22]=[CH:21][CH:20]=3)[C:11]=2[CH2:10][CH2:9]1)=O)(C)(C)C.ClC1SC(C=C[N+]([O-])=O)=CC=1, predict the reaction product. The product is: [CH2:18]([N:17]1[C:11]2[CH2:10][CH2:9][NH:8][CH2:14][CH2:13][C:12]=2[C:15]([C:25]2[S:26][C:27]([Cl:30])=[CH:28][CH:29]=2)=[CH:16]1)[C:19]1[CH:24]=[CH:23][CH:22]=[CH:21][CH:20]=1. (2) Given the reactants C[O:2][C:3]1[CH:4]=[C:5]([C:9]([CH3:13])([CH3:12])[C:10]#[N:11])[CH:6]=[CH:7][CH:8]=1.Cl.[NH+]1C=CC=CC=1, predict the reaction product. The product is: [OH:2][C:3]1[CH:4]=[C:5]([C:9]([CH3:13])([CH3:12])[C:10]#[N:11])[CH:6]=[CH:7][CH:8]=1. (3) Given the reactants [N:1]1[C:6]2[CH2:7][NH:8][CH2:9][C:5]=2[C:4]([NH:10][C:11]2[CH:12]=[N:13][C:14]3[C:19]([CH:20]=2)=[CH:18][CH:17]=[CH:16][CH:15]=3)=[N:3][CH:2]=1.[CH3:21][S:22][C:23]1[CH:30]=[CH:29][CH:28]=[CH:27][C:24]=1[CH:25]=O.ClCCCl.CO.C(O[BH-](OC(=O)C)OC(=O)C)(=O)C.[Na+], predict the reaction product. The product is: [CH3:21][S:22][C:23]1[CH:30]=[CH:29][CH:28]=[CH:27][C:24]=1[CH2:25][N:8]1[CH2:9][C:5]2[C:4]([NH:10][C:11]3[CH:12]=[N:13][C:14]4[C:19]([CH:20]=3)=[CH:18][CH:17]=[CH:16][CH:15]=4)=[N:3][CH:2]=[N:1][C:6]=2[CH2:7]1. (4) Given the reactants C1(P(C2C=CC=CC=2)C2C=CC=CC=2)C=CC=CC=1.[CH3:20][O:21][C:22]1[CH:23]=[N:24][CH:25]=[C:26](B2OC(C)(C)C(C)(C)O2)[CH:27]=1.Br[C:38]1[CH:43]=[CH:42][C:41]([C:44]2[O:45][C:46]([CH3:57])=[C:47]([CH2:49][CH2:50][N:51]3[CH2:55][CH2:54][CH2:53][C@H:52]3[CH3:56])[N:48]=2)=[CH:40][CH:39]=1.C(=O)([O-])[O-].[K+].[K+], predict the reaction product. The product is: [CH3:20][O:21][C:22]1[CH:23]=[N:24][CH:25]=[C:26]([C:38]2[CH:43]=[CH:42][C:41]([C:44]3[O:45][C:46]([CH3:57])=[C:47]([CH2:49][CH2:50][N:51]4[CH2:55][CH2:54][CH2:53][C@H:52]4[CH3:56])[N:48]=3)=[CH:40][CH:39]=2)[CH:27]=1.